From a dataset of Catalyst prediction with 721,799 reactions and 888 catalyst types from USPTO. Predict which catalyst facilitates the given reaction. (1) Reactant: [NH2:1][C:2]1[C:3]([C:10]([OH:12])=[O:11])=[N:4][C:5]([O:8][CH3:9])=[CH:6][CH:7]=1.[CH3:13]CN(C(C)C)C(C)C.[CH3:22][C:23]1[C:32]2[C:27](=[CH:28][CH:29]=[CH:30][CH:31]=2)[C:26]([C:33](Cl)=[O:34])=[CH:25][CH:24]=1.C([O-])([O-])=O.[K+].[K+].CI. Product: [CH3:9][O:8][C:5]1[N:4]=[C:3]([C:10]([O:12][CH3:13])=[O:11])[C:2]([NH:1][C:33]([C:26]2[C:27]3[C:32](=[CH:31][CH:30]=[CH:29][CH:28]=3)[C:23]([CH3:22])=[CH:24][CH:25]=2)=[O:34])=[CH:7][CH:6]=1. The catalyst class is: 18. (2) Reactant: [F:1][C:2]1[CH:7]=[CH:6][CH:5]=[CH:4][C:3]=1[C:8]1[CH:16]=[CH:15][CH:14]=[C:13]2[C:9]=1[CH2:10][C:11](=[O:17])[NH:12]2.[N:18]1([CH2:23][CH2:24][NH:25][C:26]([C:28]2[C:32]([CH3:33])=[C:31]([CH:34]=O)[NH:30][C:29]=2[CH3:36])=[O:27])[CH2:22][CH2:21][CH2:20][CH2:19]1. Product: [N:18]1([CH2:23][CH2:24][NH:25][C:26]([C:28]2[C:32]([CH3:33])=[C:31]([CH:34]=[C:10]3[C:9]4[C:13](=[CH:14][CH:15]=[CH:16][C:8]=4[C:3]4[CH:4]=[CH:5][CH:6]=[CH:7][C:2]=4[F:1])[NH:12][C:11]3=[O:17])[NH:30][C:29]=2[CH3:36])=[O:27])[CH2:22][CH2:21][CH2:20][CH2:19]1. The catalyst class is: 360. (3) The catalyst class is: 1. Reactant: [CH3:1][O:2][C:3]1[CH:14]=[CH:13][C:6]([CH2:7][N:8]2[CH:12]=[N:11][CH:10]=[N:9]2)=[CH:5][CH:4]=1.C([Li])CCC.[CH2:20]([CH:22]([CH2:25][CH3:26])[CH:23]=[O:24])[CH3:21]. Product: [CH2:20]([CH:22]([CH2:25][CH3:26])[CH:23]([C:12]1[N:8]([CH2:7][C:6]2[CH:5]=[CH:4][C:3]([O:2][CH3:1])=[CH:14][CH:13]=2)[N:9]=[CH:10][N:11]=1)[OH:24])[CH3:21]. (4) Reactant: [Cl:1][C:2]1[C:3](/[C:19](/[OH:26])=[CH:20]/[C:21]([O:23][CH2:24][CH3:25])=[O:22])=[C:4]([C:8]2([C:14](OCC)=[O:15])[CH2:13][CH2:12][O:11][CH2:10][CH2:9]2)[CH:5]=[CH:6][CH:7]=1.CC[O-].[Na+]. Product: [Cl:1][C:2]1[CH:7]=[CH:6][CH:5]=[C:4]2[C:3]=1[CH:19]([OH:26])[CH:20]([C:21]([O:23][CH2:24][CH3:25])=[O:22])[C:14](=[O:15])[C:8]12[CH2:9][CH2:10][O:11][CH2:12][CH2:13]1. The catalyst class is: 14. (5) Reactant: Cl[C:2]1[N:7]=[N:6][C:5]([C:8]([NH2:10])=[O:9])=[C:4]([NH:11][C:12]2[CH:17]=[CH:16][CH:15]=[C:14]([C:18]([OH:21])([CH3:20])[CH3:19])[N:13]=2)[CH:3]=1.[CH2:22]([NH2:25])[CH2:23][NH2:24]. Product: [NH4+:6].[OH-:9].[NH2:24][CH2:23][CH2:22][NH:25][C:2]1[N:7]=[N:6][C:5]([C:8]([NH2:10])=[O:9])=[C:4]([NH:11][C:12]2[CH:17]=[CH:16][CH:15]=[C:14]([C:18]([OH:21])([CH3:20])[CH3:19])[N:13]=2)[CH:3]=1. The catalyst class is: 37.